From a dataset of Forward reaction prediction with 1.9M reactions from USPTO patents (1976-2016). Predict the product of the given reaction. (1) Given the reactants [CH2:1]([OH:8])[C:2]1[CH:7]=[CH:6][CH:5]=[CH:4][CH:3]=1.[Cl:9][C:10]1[C:15]([C:16]([F:19])([F:18])[F:17])=[C:14](Cl)[CH:13]=[CH:12][N:11]=1, predict the reaction product. The product is: [CH2:1]([O:8][C:14]1[CH:13]=[CH:12][N:11]=[C:10]([Cl:9])[C:15]=1[C:16]([F:18])([F:19])[F:17])[C:2]1[CH:7]=[CH:6][CH:5]=[CH:4][CH:3]=1. (2) The product is: [CH3:46][C:45]([O:44][C:42](=[O:43])[C@H:30]([CH2:29][NH:28][C:2]1[C:7]([CH2:8][CH:9]([CH3:11])[CH3:10])=[C:6]([N:12]2[CH2:17][CH2:16][CH:15]([C:18]3[N:27]=[C:26]4[C:21]([CH2:22][CH2:23][CH2:24][NH:25]4)=[CH:20][CH:19]=3)[CH2:14][CH2:13]2)[N:5]=[CH:4][N:3]=1)[NH:31][C:32]([O:34][CH2:35][C:36]1[CH:41]=[CH:40][CH:39]=[CH:38][CH:37]=1)=[O:33])([CH3:48])[CH3:47]. Given the reactants Cl[C:2]1[C:7]([CH2:8][CH:9]([CH3:11])[CH3:10])=[C:6]([N:12]2[CH2:17][CH2:16][CH:15]([C:18]3[N:27]=[C:26]4[C:21]([CH2:22][CH2:23][CH2:24][NH:25]4)=[CH:20][CH:19]=3)[CH2:14][CH2:13]2)[N:5]=[CH:4][N:3]=1.[NH2:28][CH2:29][C@@H:30]([C:42]([O:44][C:45]([CH3:48])([CH3:47])[CH3:46])=[O:43])[NH:31][C:32]([O:34][CH2:35][C:36]1[CH:41]=[CH:40][CH:39]=[CH:38][CH:37]=1)=[O:33].[F-].[Cs+].C1(P(C2C=CC=CC=2)C2C=CC3C(=CC=CC=3)C=2C2C3C(=CC=CC=3)C=CC=2P(C2C=CC=CC=2)C2C=CC=CC=2)C=CC=CC=1, predict the reaction product. (3) Given the reactants [F:1][C:2]1[CH:3]=[C:4]([CH:15]=[CH:16][C:17]=1[NH:18][C:19]([C:21]1([C:24](=[O:33])[NH:25][C:26]2[CH:31]=[CH:30][C:29]([F:32])=[CH:28][CH:27]=2)[CH2:23][CH2:22]1)=[O:20])[O:5][C:6]1[CH:11]=[CH:10][N:9]=[C:8](C(N)=O)[CH:7]=1.O.FC(F)(F)C(OI(C1C=CC=CC=1)OC(=O)C(F)(F)F)=O.[ClH:56].C[N:58](C)C=O, predict the reaction product. The product is: [ClH:56].[NH2:58][C:8]1[CH:7]=[C:6]([O:5][C:4]2[CH:15]=[CH:16][C:17]([NH:18][C:19]([C:21]3([C:24]([NH:25][C:26]4[CH:31]=[CH:30][C:29]([F:32])=[CH:28][CH:27]=4)=[O:33])[CH2:22][CH2:23]3)=[O:20])=[C:2]([F:1])[CH:3]=2)[CH:11]=[CH:10][N:9]=1.